The task is: Regression. Given two drug SMILES strings and cell line genomic features, predict the synergy score measuring deviation from expected non-interaction effect.. This data is from NCI-60 drug combinations with 297,098 pairs across 59 cell lines. (1) Drug 1: C1CN1C2=NC(=NC(=N2)N3CC3)N4CC4. Drug 2: C#CCC(CC1=CN=C2C(=N1)C(=NC(=N2)N)N)C3=CC=C(C=C3)C(=O)NC(CCC(=O)O)C(=O)O. Cell line: OVCAR3. Synergy scores: CSS=13.6, Synergy_ZIP=-4.41, Synergy_Bliss=4.52, Synergy_Loewe=-1.08, Synergy_HSA=0.205. (2) Drug 1: CC(C1=C(C=CC(=C1Cl)F)Cl)OC2=C(N=CC(=C2)C3=CN(N=C3)C4CCNCC4)N. Drug 2: C1CN(CCN1C(=O)CCBr)C(=O)CCBr. Cell line: HS 578T. Synergy scores: CSS=-0.429, Synergy_ZIP=-2.35, Synergy_Bliss=-0.0595, Synergy_Loewe=-7.22, Synergy_HSA=-5.28. (3) Drug 1: CC12CCC3C(C1CCC2=O)CC(=C)C4=CC(=O)C=CC34C. Drug 2: CCN(CC)CCNC(=O)C1=C(NC(=C1C)C=C2C3=C(C=CC(=C3)F)NC2=O)C. Cell line: EKVX. Synergy scores: CSS=31.9, Synergy_ZIP=0.220, Synergy_Bliss=0.649, Synergy_Loewe=1.59, Synergy_HSA=0.788. (4) Drug 1: CC1CCC2CC(C(=CC=CC=CC(CC(C(=O)C(C(C(=CC(C(=O)CC(OC(=O)C3CCCCN3C(=O)C(=O)C1(O2)O)C(C)CC4CCC(C(C4)OC)O)C)C)O)OC)C)C)C)OC. Drug 2: CC1CCCC2(C(O2)CC(NC(=O)CC(C(C(=O)C(C1O)C)(C)C)O)C(=CC3=CSC(=N3)C)C)C. Cell line: NCI-H460. Synergy scores: CSS=58.8, Synergy_ZIP=-1.74, Synergy_Bliss=-3.35, Synergy_Loewe=-18.8, Synergy_HSA=-2.51. (5) Synergy scores: CSS=5.19, Synergy_ZIP=-5.26, Synergy_Bliss=-1.37, Synergy_Loewe=-19.1, Synergy_HSA=-2.70. Cell line: SK-OV-3. Drug 1: CN(C)C1=NC(=NC(=N1)N(C)C)N(C)C. Drug 2: CS(=O)(=O)CCNCC1=CC=C(O1)C2=CC3=C(C=C2)N=CN=C3NC4=CC(=C(C=C4)OCC5=CC(=CC=C5)F)Cl. (6) Drug 1: C1=C(C(=O)NC(=O)N1)N(CCCl)CCCl. Drug 2: CCCCCOC(=O)NC1=NC(=O)N(C=C1F)C2C(C(C(O2)C)O)O. Cell line: NCIH23. Synergy scores: CSS=27.9, Synergy_ZIP=7.45, Synergy_Bliss=12.7, Synergy_Loewe=-1.58, Synergy_HSA=12.2. (7) Cell line: HCT-15. Synergy scores: CSS=21.6, Synergy_ZIP=-8.47, Synergy_Bliss=-4.48, Synergy_Loewe=-7.21, Synergy_HSA=-5.79. Drug 2: C(CCl)NC(=O)N(CCCl)N=O. Drug 1: CN(CCCl)CCCl.Cl.